Predict the product of the given reaction. From a dataset of Forward reaction prediction with 1.9M reactions from USPTO patents (1976-2016). (1) Given the reactants [OH:1][CH2:2][CH:3]1[CH2:7][CH2:6][N:5]([C:8]([O:10][C:11]([CH3:14])([CH3:13])[CH3:12])=[O:9])[CH2:4]1.CCN(C(C)C)C(C)C.[CH3:24][S:25](Cl)(=[O:27])=[O:26], predict the reaction product. The product is: [CH3:24][S:25]([O:1][CH2:2][CH:3]1[CH2:7][CH2:6][N:5]([C:8]([O:10][C:11]([CH3:14])([CH3:13])[CH3:12])=[O:9])[CH2:4]1)(=[O:27])=[O:26]. (2) Given the reactants Cl.Cl.[O:3]1[C:7]2[CH:8]=[CH:9][CH:10]=[C:11]([CH:12]3[CH2:17][CH2:16][N:15]([CH2:18][CH2:19][C@H:20]4[CH2:25][CH2:24][C@H:23]([NH2:26])[CH2:22][CH2:21]4)[CH2:14][CH2:13]3)[C:6]=2[CH2:5][CH2:4]1.[C:27](O)(=[O:32])[CH2:28][CH2:29][CH2:30][CH3:31], predict the reaction product. The product is: [O:3]1[C:7]2[CH:8]=[CH:9][CH:10]=[C:11]([CH:12]3[CH2:17][CH2:16][N:15]([CH2:18][CH2:19][C@H:20]4[CH2:21][CH2:22][C@H:23]([NH:26][C:27](=[O:32])[CH2:28][CH2:29][CH2:30][CH3:31])[CH2:24][CH2:25]4)[CH2:14][CH2:13]3)[C:6]=2[CH2:5][CH2:4]1. (3) Given the reactants [C-:1]#[N:2].[K+].[CH2:4]([CH:6]([CH2:9][CH2:10][CH2:11][CH3:12])[CH2:7]Br)[CH3:5], predict the reaction product. The product is: [CH2:4]([CH:6]([CH2:9][CH2:10][CH2:11][CH3:12])[CH2:7][C:1]#[N:2])[CH3:5]. (4) Given the reactants [Cl:1][C:2]1[CH:3]=[N:4][CH:5]=[C:6]([O:8][C:9]2[CH:14]=[CH:13][C:12]([NH2:15])=[CH:11][C:10]=2[C:16]([F:19])([F:18])[F:17])[CH:7]=1.[Cl:20][C:21]1[CH:26]=[C:25]([Cl:27])[CH:24]=[CH:23][C:22]=1[S:28](Cl)(=[O:30])=[O:29], predict the reaction product. The product is: [Cl:1][C:2]1[CH:3]=[N:4][CH:5]=[C:6]([O:8][C:9]2[CH:14]=[CH:13][C:12]([NH:15][S:28]([C:22]3[CH:23]=[CH:24][C:25]([Cl:27])=[CH:26][C:21]=3[Cl:20])(=[O:30])=[O:29])=[CH:11][C:10]=2[C:16]([F:17])([F:19])[F:18])[CH:7]=1. (5) The product is: [CH:7]1([C:10]([O:12][CH2:14][C:15]([C:17]2[CH:22]=[CH:21][C:20]([Br:23])=[CH:19][CH:18]=2)=[O:16])=[O:11])[CH2:9][CH2:8]1. Given the reactants C(=O)([O-])[O-].[Na+].[Na+].[CH:7]1([C:10]([OH:12])=[O:11])[CH2:9][CH2:8]1.Br[CH2:14][C:15]([C:17]1[CH:22]=[CH:21][C:20]([Br:23])=[CH:19][CH:18]=1)=[O:16], predict the reaction product.